From a dataset of Reaction yield outcomes from USPTO patents with 853,638 reactions. Predict the reaction yield, written as a fraction of the theoretical maximum amount of product (1.0 means a 100% yield; for example, 0.34 means a 34% yield). (1) The reactants are [F:1][C:2]([F:7])([F:6])[CH2:3][CH2:4][OH:5].[C:8]1([CH3:18])[CH:13]=[CH:12][C:11]([S:14](Cl)(=[O:16])=[O:15])=[CH:10][CH:9]=1. The catalyst is C(Cl)Cl.N1C=CC=CC=1.CN(C)C1C=CN=CC=1. The product is [CH3:18][C:8]1[CH:13]=[CH:12][C:11]([S:14]([O:5][CH2:4][CH2:3][C:2]([F:7])([F:6])[F:1])(=[O:16])=[O:15])=[CH:10][CH:9]=1. The yield is 0.680. (2) The reactants are [N+:1]([C:4]1[CH:5]=[C:6]([NH2:10])[CH:7]=[CH:8][CH:9]=1)([O-:3])=[O:2].[N:11]([O-])=O.[Na+].[Cl:15][Sn]Cl.O. The catalyst is O.Cl. The product is [ClH:15].[N+:1]([C:4]1[CH:5]=[C:6]([NH:10][NH2:11])[CH:7]=[CH:8][CH:9]=1)([O-:3])=[O:2]. The yield is 0.730. (3) The reactants are [O:1]([C:8]1[CH:14]=[CH:13][CH:12]=[CH:11][C:9]=1[NH2:10])[C:2]1[CH:7]=[CH:6][CH:5]=[CH:4][CH:3]=1.C(N(C(C)C)CC)(C)C.[C:24](=[O:29])=[N:25][C:26](Cl)=[O:27].[NH2:30][C:31]1[S:32][CH:33]=[CH:34][N:35]=1. The catalyst is O1CCCC1. The product is [O:1]([C:8]1[CH:14]=[CH:13][CH:12]=[CH:11][C:9]=1[NH:10][C:24]([NH:25][C:26]([NH:30][C:31]1[S:32][CH:33]=[CH:34][N:35]=1)=[O:27])=[O:29])[C:2]1[CH:3]=[CH:4][CH:5]=[CH:6][CH:7]=1. The yield is 0.550. (4) The reactants are [H-].[Na+].[CH2:3]([O:10][C:11]([N:13]([CH2:15][C:16]1[NH:17][C:18]2[C:23]([CH:24]=1)=[CH:22][CH:21]=[CH:20][CH:19]=2)[CH3:14])=[O:12])[C:4]1[CH:9]=[CH:8][CH:7]=[CH:6][CH:5]=1.[CH2:25](I)[CH3:26]. The catalyst is CN(C=O)C.O. The product is [CH2:3]([O:10][C:11]([N:13]([CH2:15][C:16]1[N:17]([CH2:25][CH3:26])[C:18]2[C:23]([CH:24]=1)=[CH:22][CH:21]=[CH:20][CH:19]=2)[CH3:14])=[O:12])[C:4]1[CH:5]=[CH:6][CH:7]=[CH:8][CH:9]=1. The yield is 0.870. (5) The reactants are [Cl:1][C:2]1[N:7]=[CH:6][C:5]([NH2:8])=[C:4](I)[CH:3]=1.[F:10][C:11]1[C:16](B(O)O)=[CH:15][C:14]([Br:20])=[CH:13][N:12]=1. The catalyst is C(#N)C.[F-].[K+]. The product is [Br:20][C:14]1[CH:15]=[C:16]([C:4]2[CH:3]=[C:2]([Cl:1])[N:7]=[CH:6][C:5]=2[NH2:8])[C:11]([F:10])=[N:12][CH:13]=1. The yield is 0.490. (6) The catalyst is CO.[Pd]. The reactants are O=C(C1C=CC=CC=1)C=[N:4][C:5]1[CH:6]=[C:7]([NH:11][C:12]([C:14]2[CH:19]=[CH:18][C:17]([NH:20][C:21](=[O:27])[O:22][C:23]([CH3:26])([CH3:25])[CH3:24])=[CH:16][CH:15]=2)=[O:13])[CH:8]=[CH:9][CH:10]=1. The yield is 1.00. The product is [NH2:4][C:5]1[CH:6]=[C:7]([NH:11][C:12]([C:14]2[CH:19]=[CH:18][C:17]([NH:20][C:21](=[O:27])[O:22][C:23]([CH3:25])([CH3:24])[CH3:26])=[CH:16][CH:15]=2)=[O:13])[CH:8]=[CH:9][CH:10]=1. (7) The reactants are [C:1]([CH:5]1[CH:18]=[CH:17][C:16]2[C:7](=[C:8]3[C:13](=[CH:14][N:15]=2)[CH:12]=[CH:11][C:10]([C:19]([CH3:22])([CH3:21])[CH3:20])=[CH:9]3)[C:6]1=O)([CH3:4])([CH3:3])[CH3:2].P(Cl)(Cl)(Cl)(Cl)[Cl:25].P(Cl)(Cl)(Cl)=O. The catalyst is C1(C)C=CC=CC=1. The product is [C:1]([C:5]1[CH:18]=[CH:17][C:16]2[C:7](=[C:8]3[C:13](=[C:14]([Cl:25])[N:15]=2)[CH:12]=[CH:11][C:10]([C:19]([CH3:22])([CH3:21])[CH3:20])=[CH:9]3)[CH:6]=1)([CH3:4])([CH3:3])[CH3:2]. The yield is 0.980.